This data is from Reaction yield outcomes from USPTO patents with 853,638 reactions. The task is: Predict the reaction yield, written as a fraction of the theoretical maximum amount of product (1.0 means a 100% yield; for example, 0.34 means a 34% yield). (1) The yield is 0.290. The catalyst is C(#N)C. The product is [C:54]([N:53]([CH3:52])[CH2:6][CH2:7][C:8]1[CH:13]=[CH:12][C:11]([C:14]2[CH:19]=[CH:18][CH:17]=[C:16]([N:20]3[C:25]4[N:26]=[CH:27][C:28]([F:30])=[CH:29][C:24]=4[C:23](=[O:31])[N:22]([C@@H:32]4[CH2:33][CH2:34][C@H:35]([NH:38][C:39]([C:41]5[N:42]=[C:43]6[CH:48]=[CH:47][C:46]([F:49])=[CH:45][N:44]6[CH:50]=5)=[O:40])[CH2:36][CH2:37]4)[C:21]3=[O:51])[CH:15]=2)=[CH:10][CH:9]=1)([CH3:57])([CH3:56])[CH3:55]. The reactants are CS(O[CH2:6][CH2:7][C:8]1[CH:13]=[CH:12][C:11]([C:14]2[CH:19]=[CH:18][CH:17]=[C:16]([N:20]3[C:25]4[N:26]=[CH:27][C:28]([F:30])=[CH:29][C:24]=4[C:23](=[O:31])[N:22]([C@H:32]4[CH2:37][CH2:36][C@@H:35]([NH:38][C:39]([C:41]5[N:42]=[C:43]6[CH:48]=[CH:47][C:46]([F:49])=[CH:45][N:44]6[CH:50]=5)=[O:40])[CH2:34][CH2:33]4)[C:21]3=[O:51])[CH:15]=2)=[CH:10][CH:9]=1)(=O)=O.[CH3:52][NH:53][C:54]([CH3:57])([CH3:56])[CH3:55].C(=O)([O-])[O-].[K+].[K+].O. (2) The reactants are [C:1]([O:5][C:6]([NH:8][C@H:9]1[CH2:14][NH:13][CH2:12][C@@H:11]([C:15]([OH:17])=[O:16])[CH2:10]1)=[O:7])([CH3:4])([CH3:3])[CH3:2].CCN(C(C)C)C(C)C.[CH2:27]([O:34][C:35](ON1C(=O)CCC1=O)=[O:36])[C:28]1[CH:33]=[CH:32][CH:31]=[CH:30][CH:29]=1. The catalyst is ClCCl. The product is [CH2:27]([O:34][C:35]([N:13]1[CH2:14][C@H:9]([NH:8][C:6]([O:5][C:1]([CH3:4])([CH3:2])[CH3:3])=[O:7])[CH2:10][C@H:11]([C:15]([OH:17])=[O:16])[CH2:12]1)=[O:36])[C:28]1[CH:33]=[CH:32][CH:31]=[CH:30][CH:29]=1. The yield is 0.990. (3) The reactants are [N:1]1([CH2:6][CH2:7][CH2:8][S:9][C:10]2[CH:15]=[CH:14][C:13]([C:16]3([C:22]#[N:23])[CH2:21][CH2:20][O:19][CH2:18][CH2:17]3)=[CH:12][CH:11]=2)[CH2:5][CH2:4][CH2:3][CH2:2]1.[H-].[Al+3].[Li+].[H-].[H-].[H-]. No catalyst specified. The product is [N:1]1([CH2:6][CH2:7][CH2:8][S:9][C:10]2[CH:15]=[CH:14][C:13]([C:16]3([CH2:22][NH2:23])[CH2:17][CH2:18][O:19][CH2:20][CH2:21]3)=[CH:12][CH:11]=2)[CH2:5][CH2:4][CH2:3][CH2:2]1. The yield is 0.910. (4) The reactants are FC(F)(F)C(O)=O.[Cl:8][C:9]1[CH:10]=[C:11](/[CH:29]=[CH:30]/[C:31]([O:33]C(C)(C)C)=[O:32])[CH:12]=[CH:13][C:14]=1[C:15](=[C:23]1[CH2:28][CH2:27][CH2:26][CH2:25][CH2:24]1)[C:16]1[CH:21]=[CH:20][C:19]([OH:22])=[CH:18][CH:17]=1. The catalyst is C(Cl)Cl. The product is [Cl:8][C:9]1[CH:10]=[C:11](/[CH:29]=[CH:30]/[C:31]([OH:33])=[O:32])[CH:12]=[CH:13][C:14]=1[C:15](=[C:23]1[CH2:28][CH2:27][CH2:26][CH2:25][CH2:24]1)[C:16]1[CH:21]=[CH:20][C:19]([OH:22])=[CH:18][CH:17]=1. The yield is 0.860. (5) The reactants are [Cl:1][C:2]1[N:3]=[C:4]2[CH:13]=[CH:12][C:11]([Cl:14])=[N:10][C:5]2=[N:6][C:7]=1[NH:8][NH2:9].[CH:15](OC)(OC)OC. No catalyst specified. The product is [Cl:14][C:11]1[CH:12]=[CH:13][C:4]2[N:3]=[C:2]([Cl:1])[C:7]3[N:6]([CH:15]=[N:9][N:8]=3)[C:5]=2[N:10]=1. The yield is 0.560. (6) The reactants are [Cl:1][C:2]1[CH:3]=[C:4]([CH:7]=[C:8]([OH:10])[CH:9]=1)[CH:5]=[O:6].C(=O)([O-])[O-].[K+].[K+].C1(C)C=CC(S(O[CH2:27][C:28]([F:31])([F:30])[F:29])(=O)=O)=CC=1. The catalyst is CN(C=O)C. The product is [Cl:1][C:2]1[CH:3]=[C:4]([CH:7]=[C:8]([O:10][CH2:27][C:28]([F:31])([F:30])[F:29])[CH:9]=1)[CH:5]=[O:6]. The yield is 0.610. (7) The reactants are [Si]([O:8][CH2:9][C:10]1[N:14]2[C:15](=[O:31])[N:16]([CH:18]3[CH2:23][CH2:22][N:21]([C:24]([O:26][C:27]([CH3:30])([CH3:29])[CH3:28])=[O:25])[CH2:20][CH2:19]3)[CH2:17][C:13]2=[CH:12][N:11]=1)(C(C)(C)C)(C)C.[F-].C([N+](CCCC)(CCCC)CCCC)CCC. The catalyst is C1COCC1. The product is [OH:8][CH2:9][C:10]1[N:14]2[C:15](=[O:31])[N:16]([CH:18]3[CH2:19][CH2:20][N:21]([C:24]([O:26][C:27]([CH3:29])([CH3:28])[CH3:30])=[O:25])[CH2:22][CH2:23]3)[CH2:17][C:13]2=[CH:12][N:11]=1. The yield is 0.550.